Dataset: Reaction yield outcomes from USPTO patents with 853,638 reactions. Task: Predict the reaction yield, written as a fraction of the theoretical maximum amount of product (1.0 means a 100% yield; for example, 0.34 means a 34% yield). The yield is 0.423. The product is [CH:20]1([C:19]2[C:18]3[CH:17]=[CH:16][C:15]([C:26]([O:28][CH3:29])=[O:27])=[CH:14][C:13]=3[N:12]3[C:11]=2[C:6]2[CH:7]=[CH:8][CH:9]=[CH:10][C:5]=2[O:4][CH2:3][CH2:2]3)[CH2:25][CH2:24][CH2:23][CH2:22][CH2:21]1. The reactants are Cl[CH2:2][CH2:3][O:4][C:5]1[CH:10]=[CH:9][CH:8]=[CH:7][C:6]=1[C:11]1[NH:12][C:13]2[C:18]([C:19]=1[CH:20]1[CH2:25][CH2:24][CH2:23][CH2:22][CH2:21]1)=[CH:17][CH:16]=[C:15]([C:26]([O:28][CH3:29])=[O:27])[CH:14]=2.[H-].[Na+].O. The catalyst is CN(C)C=O.